Dataset: Full USPTO retrosynthesis dataset with 1.9M reactions from patents (1976-2016). Task: Predict the reactants needed to synthesize the given product. (1) Given the product [Cl-:1].[Cl:1][C:2]1[CH:7]=[C:6]([C:8]([N:10]2[C:30]3[C:25](=[CH:26][C:27]([F:31])=[CH:28][CH:29]=3)[C:12]3([CH2:13][CH2:14][NH2+:15][CH2:16][CH2:17]3)[CH2:11]2)=[O:9])[CH:5]=[CH:4][N:3]=1, predict the reactants needed to synthesize it. The reactants are: [Cl:1][C:2]1[CH:7]=[C:6]([C:8]([N:10]2[C:30]3[C:25](=[CH:26][C:27]([F:31])=[CH:28][CH:29]=3)[C:12]3([CH2:17][CH2:16][N:15](C(OC(C)(C)C)=O)[CH2:14][CH2:13]3)[CH2:11]2)=[O:9])[CH:5]=[CH:4][N:3]=1.Cl. (2) Given the product [Cl:1][C:2]1[CH:3]=[C:4]([C:12]2[S:16][N:15]=[C:14]([C:17]3[C:18]([CH2:26][CH3:27])=[C:19]([CH2:23][CH2:24][N:28]4[CH2:29][CH2:30][CH:31]([C:34]([OH:36])=[O:35])[CH2:32][CH2:33]4)[CH:20]=[CH:21][CH:22]=3)[N:13]=2)[CH:5]=[CH:6][C:7]=1[O:8][CH:9]([CH3:11])[CH3:10], predict the reactants needed to synthesize it. The reactants are: [Cl:1][C:2]1[CH:3]=[C:4]([C:12]2[S:16][N:15]=[C:14]([C:17]3[C:18]([CH2:26][CH3:27])=[C:19]([CH2:23][CH:24]=O)[CH:20]=[CH:21][CH:22]=3)[N:13]=2)[CH:5]=[CH:6][C:7]=1[O:8][CH:9]([CH3:11])[CH3:10].[NH:28]1[CH2:33][CH2:32][CH:31]([C:34]([O:36]CC)=[O:35])[CH2:30][CH2:29]1.C(O)(=O)C.C(O[BH-](OC(=O)C)OC(=O)C)(=O)C.[Na+]. (3) Given the product [CH3:1][O:2][C@@H:3]([CH3:20])[C@@H:4]([C:16]([O:18][CH3:19])=[O:17])[NH2:5], predict the reactants needed to synthesize it. The reactants are: [CH3:1][O:2][C@@H:3]([CH3:20])[C@@H:4]([C:16]([O:18][CH3:19])=[O:17])[NH:5]C(OCC1C=CC=CC=1)=O. (4) Given the product [Br:24][CH2:12][C:9]1[C:10](=[O:11])[N:5]([CH2:4][CH:1]2[CH2:3][CH2:2]2)[N:6]=[C:7]([C:14]2[CH:19]=[CH:18][C:17]([O:20][CH3:21])=[C:16]([F:22])[CH:15]=2)[CH:8]=1, predict the reactants needed to synthesize it. The reactants are: [CH:1]1([CH2:4][N:5]2[C:10](=[O:11])[C:9]([CH2:12]O)=[CH:8][C:7]([C:14]3[CH:19]=[CH:18][C:17]([O:20][CH3:21])=[C:16]([F:22])[CH:15]=3)=[N:6]2)[CH2:3][CH2:2]1.C(Br)(Br)(Br)[Br:24].N1C=CC=CC=1.C1(P(C2C=CC=CC=2)C2C=CC=CC=2)C=CC=CC=1. (5) Given the product [F:8][C:9]1[C:17]([O:18][C:19]([F:1])([F:21])[F:20])=[C:16]([F:23])[C:15]([F:24])=[CH:14][C:10]=1[C:11]([F:13])=[O:12], predict the reactants needed to synthesize it. The reactants are: [FH:1].[Sb](Cl)(Cl)(Cl)(Cl)Cl.[F:8][C:9]1[C:17]([O:18][C:19](Cl)([F:21])[F:20])=[C:16]([F:23])[C:15]([F:24])=[CH:14][C:10]=1[C:11]([F:13])=[O:12].